This data is from M1 muscarinic receptor antagonist screen with 61,756 compounds. The task is: Binary Classification. Given a drug SMILES string, predict its activity (active/inactive) in a high-throughput screening assay against a specified biological target. (1) The drug is O(Cc1onc(c2ccccc2)c1)C(=O)c1nc2c(cc1)cccc2. The result is 0 (inactive). (2) The molecule is s1c2c(nc1S\C(=C\c1occc1)C#N)cccc2. The result is 0 (inactive). (3) The compound is O1c2c(C(=O)/C(C1=O)=C\Nc1ncccn1)cccc2. The result is 0 (inactive). (4) The compound is S(Cc1[nH]nc2OC(N)=C(C3(c4c(N(C3=O)C)cccc4)c12)C#N)c1ccc(cc1)C. The result is 0 (inactive). (5) The drug is S(CC(=O)NCc1cc2OCOc2cc1)c1n(nnn1)c1cc(OC)ccc1. The result is 0 (inactive). (6) The drug is O=C(NC1CCN(CC1)CC(=O)Nc1ccc(OCC)cc1)C1CCCCC1. The result is 0 (inactive). (7) The molecule is s1c(CN(CC(=O)NCCC(C)C)C(=O)Cn2nc(nn2)c2cc(OC)c(OC)cc2)ccc1. The result is 0 (inactive). (8) The compound is O=C1C(C(CC(=C1)c1occc1)c1ccccc1)C(=O)C. The result is 0 (inactive). (9) The compound is N1(CCCCC1)c1nc(N2CCCCC2)nc2c1cccc2. The result is 0 (inactive).